Dataset: Full USPTO retrosynthesis dataset with 1.9M reactions from patents (1976-2016). Task: Predict the reactants needed to synthesize the given product. (1) Given the product [F:1][C:2]1[CH:3]=[C:4]2[C:5]([N:10]=[C:14]([C:13]([F:22])([F:21])[F:12])[C:15]([OH:16])=[N:11]2)=[CH:6][C:7]=1[O:8][CH3:9], predict the reactants needed to synthesize it. The reactants are: [F:1][C:2]1[CH:3]=[C:4]([NH2:11])[C:5]([NH2:10])=[CH:6][C:7]=1[O:8][CH3:9].[F:12][C:13]([F:22])([F:21])[C:14](=O)[C:15](OCC)=[O:16]. (2) The reactants are: [C:1]([C:5]1[O:6][C:7](Br)=[C:8]([C:10]2[CH:15]=[CH:14][C:13]([F:16])=[CH:12][CH:11]=2)[N:9]=1)([CH3:4])([CH3:3])[CH3:2].[CH2:18]([N:22]1[C:26]2[CH:27]=[C:28](Br)[CH:29]=[CH:30][C:25]=2[N:24]=[C:23]1[NH2:32])[CH:19]([CH3:21])[CH3:20].C(=O)([O-])[O-].[Cs+].[Cs+].C1(P(C2C=CC=CC=2)C2C=CC=CC=2)C=CC=CC=1. Given the product [CH2:18]([N:22]1[C:26]2[CH:27]=[C:28]([C:7]3[O:6][C:5]([C:1]([CH3:4])([CH3:3])[CH3:2])=[N:9][C:8]=3[C:10]3[CH:15]=[CH:14][C:13]([F:16])=[CH:12][CH:11]=3)[CH:29]=[CH:30][C:25]=2[N:24]=[C:23]1[NH2:32])[CH:19]([CH3:21])[CH3:20], predict the reactants needed to synthesize it.